From a dataset of NCI-60 drug combinations with 297,098 pairs across 59 cell lines. Regression. Given two drug SMILES strings and cell line genomic features, predict the synergy score measuring deviation from expected non-interaction effect. (1) Drug 1: CN1CCC(CC1)COC2=C(C=C3C(=C2)N=CN=C3NC4=C(C=C(C=C4)Br)F)OC. Drug 2: CCCS(=O)(=O)NC1=C(C(=C(C=C1)F)C(=O)C2=CNC3=C2C=C(C=N3)C4=CC=C(C=C4)Cl)F. Cell line: UACC62. Synergy scores: CSS=41.4, Synergy_ZIP=3.82, Synergy_Bliss=4.20, Synergy_Loewe=-5.64, Synergy_HSA=6.09. (2) Drug 1: C1C(C(OC1N2C=C(C(=O)NC2=O)F)CO)O. Drug 2: C1CN(CCN1C(=O)CCBr)C(=O)CCBr. Cell line: SK-MEL-28. Synergy scores: CSS=18.5, Synergy_ZIP=-7.72, Synergy_Bliss=-1.36, Synergy_Loewe=0.799, Synergy_HSA=1.07. (3) Drug 1: CCC1=CC2CC(C3=C(CN(C2)C1)C4=CC=CC=C4N3)(C5=C(C=C6C(=C5)C78CCN9C7C(C=CC9)(C(C(C8N6C)(C(=O)OC)O)OC(=O)C)CC)OC)C(=O)OC.C(C(C(=O)O)O)(C(=O)O)O. Drug 2: CC1CCC2CC(C(=CC=CC=CC(CC(C(=O)C(C(C(=CC(C(=O)CC(OC(=O)C3CCCCN3C(=O)C(=O)C1(O2)O)C(C)CC4CCC(C(C4)OC)OCCO)C)C)O)OC)C)C)C)OC. Cell line: KM12. Synergy scores: CSS=42.8, Synergy_ZIP=-6.83, Synergy_Bliss=-10.1, Synergy_Loewe=-7.09, Synergy_HSA=-6.11. (4) Drug 1: CC(C1=C(C=CC(=C1Cl)F)Cl)OC2=C(N=CC(=C2)C3=CN(N=C3)C4CCNCC4)N. Drug 2: CC12CCC3C(C1CCC2O)C(CC4=C3C=CC(=C4)O)CCCCCCCCCS(=O)CCCC(C(F)(F)F)(F)F. Cell line: HCT116. Synergy scores: CSS=26.3, Synergy_ZIP=-6.00, Synergy_Bliss=5.56, Synergy_Loewe=-1.51, Synergy_HSA=5.05. (5) Drug 1: CC1=CC=C(C=C1)C2=CC(=NN2C3=CC=C(C=C3)S(=O)(=O)N)C(F)(F)F. Drug 2: C1=NC2=C(N=C(N=C2N1C3C(C(C(O3)CO)O)O)F)N. Cell line: EKVX. Synergy scores: CSS=5.22, Synergy_ZIP=-2.45, Synergy_Bliss=-4.86, Synergy_Loewe=0.142, Synergy_HSA=-0.323.